This data is from Peptide-MHC class I binding affinity with 185,985 pairs from IEDB/IMGT. The task is: Regression. Given a peptide amino acid sequence and an MHC pseudo amino acid sequence, predict their binding affinity value. This is MHC class I binding data. (1) The peptide sequence is IITASILLW. The MHC is HLA-B58:01 with pseudo-sequence HLA-B58:01. The binding affinity (normalized) is 0.753. (2) The peptide sequence is LTIEAIENYF. The MHC is Mamu-B03 with pseudo-sequence Mamu-B03. The binding affinity (normalized) is 0.297. (3) The peptide sequence is TIHLATAPK. The MHC is HLA-A26:02 with pseudo-sequence HLA-A26:02. The binding affinity (normalized) is 0.0847. (4) The peptide sequence is KVMDFGIAR. The MHC is HLA-B18:01 with pseudo-sequence HLA-B18:01. The binding affinity (normalized) is 0.0847.